From a dataset of Merck oncology drug combination screen with 23,052 pairs across 39 cell lines. Regression. Given two drug SMILES strings and cell line genomic features, predict the synergy score measuring deviation from expected non-interaction effect. (1) Drug 1: CCC1=CC2CN(C1)Cc1c([nH]c3ccccc13)C(C(=O)OC)(c1cc3c(cc1OC)N(C)C1C(O)(C(=O)OC)C(OC(C)=O)C4(CC)C=CCN5CCC31C54)C2. Drug 2: NC(=O)c1cccc2cn(-c3ccc(C4CCCNC4)cc3)nc12. Cell line: COLO320DM. Synergy scores: synergy=10.3. (2) Drug 1: CC1CC2C3CCC4=CC(=O)C=CC4(C)C3(F)C(O)CC2(C)C1(O)C(=O)CO. Drug 2: COC1=C2CC(C)CC(OC)C(O)C(C)C=C(C)C(OC(N)=O)C(OC)C=CC=C(C)C(=O)NC(=CC1=O)C2=O. Cell line: HT144. Synergy scores: synergy=-8.68. (3) Cell line: MDAMB436. Synergy scores: synergy=-13.8. Drug 1: CCC1(O)CC2CN(CCc3c([nH]c4ccccc34)C(C(=O)OC)(c3cc4c(cc3OC)N(C)C3C(O)(C(=O)OC)C(OC(C)=O)C5(CC)C=CCN6CCC43C65)C2)C1. Drug 2: NC1(c2ccc(-c3nc4ccn5c(=O)[nH]nc5c4cc3-c3ccccc3)cc2)CCC1.